Dataset: Forward reaction prediction with 1.9M reactions from USPTO patents (1976-2016). Task: Predict the product of the given reaction. (1) Given the reactants [CH2:1]([O:8][C@@H:9]1[C@@H:14]([O:15][CH2:16][C:17]2[CH:22]=[CH:21][CH:20]=[CH:19][CH:18]=2)[C@H:13]([O:23][CH2:24][C:25]2[CH:30]=[CH:29][CH:28]=[CH:27][CH:26]=2)[C@@H:12]([O:31][CH2:32][C:33]2[CH:38]=[CH:37][CH:36]=[CH:35][CH:34]=2)[CH2:11][C@H:10]1[NH2:39])[C:2]1[CH:7]=[CH:6][CH:5]=[CH:4][CH:3]=1.[CH3:40][C:41]1([CH3:75])[O:45][C@@H:44]([CH:46]2[CH2:48][N@@:47]2[S:49]([C:52]2[CH:57]=[CH:56][CH:55]=[CH:54][C:53]=2[N+:58]([O-:60])=[O:59])(=[O:51])=[O:50])[C@@H:43]([CH2:61][CH2:62][CH2:63][CH2:64][CH2:65][CH2:66][CH2:67][CH2:68][CH2:69][CH2:70][CH2:71][CH2:72][CH2:73][CH3:74])[O:42]1, predict the reaction product. The product is: [CH3:75][C:41]1([CH3:40])[O:45][C@@H:44]([C@@H:46]([NH:47][S:49]([C:52]2[CH:57]=[CH:56][CH:55]=[CH:54][C:53]=2[N+:58]([O-:60])=[O:59])(=[O:50])=[O:51])[CH2:48][NH:39][C@@H:10]2[CH2:11][C@H:12]([O:31][CH2:32][C:33]3[CH:34]=[CH:35][CH:36]=[CH:37][CH:38]=3)[C@@H:13]([O:23][CH2:24][C:25]3[CH:26]=[CH:27][CH:28]=[CH:29][CH:30]=3)[C@H:14]([O:15][CH2:16][C:17]3[CH:22]=[CH:21][CH:20]=[CH:19][CH:18]=3)[C@H:9]2[O:8][CH2:1][C:2]2[CH:7]=[CH:6][CH:5]=[CH:4][CH:3]=2)[C@@H:43]([CH2:61][CH2:62][CH2:63][CH2:64][CH2:65][CH2:66][CH2:67][CH2:68][CH2:69][CH2:70][CH2:71][CH2:72][CH2:73][CH3:74])[O:42]1. (2) Given the reactants [CH3:1][O:2][C:3]1[C@@:4]2([CH2:25][CH:26]=[C:27]([CH3:29])[CH3:28])[CH2:10][CH:8]3[O:9][C@@:5]2([O:23][CH3:24])[C@H:6]([C:20](=[O:22])[CH:21]=1)[C@@:7]3([CH2:12][CH2:13][CH2:14][C:15](OC)([CH3:17])[CH3:16])[CH3:11].[Br:30]B(C)C.[C:34]([O-:37])(O)=O.[Na+], predict the reaction product. The product is: [Br:30][C:15]([CH3:17])([CH3:16])[CH2:14][CH2:13][CH2:12][C@@:7]1([CH3:11])[C@@H:6]2[C:5]([O:37][CH3:34])([O:23][CH3:24])[C@@:4]([CH2:25][CH:26]=[C:27]([CH3:28])[CH3:29])([C:3]([O:2][CH3:1])=[CH:21][C:20]2=[O:22])[CH2:10][C@@H:8]1[OH:9]. (3) Given the reactants Cl[C:2]1[C:11]2[C:6](=[CH:7][C:8]([O:30][CH3:31])=[C:9]([C:12]3[N:17]=[N:16][C:15]([N:18]([CH3:29])[CH:19]4[CH2:24][C:23]([CH3:26])([CH3:25])[NH:22][C:21]([CH3:28])([CH3:27])[CH2:20]4)=[CH:14][CH:13]=3)[CH:10]=2)[N:5]=[C:4]([CH3:32])[CH:3]=1.[CH:33]1([B-](F)(F)F)[CH2:35][CH2:34]1.C(P(C12CC3CC(CC(C3)C1)C2)C12CC3CC(CC(C3)C1)C2)CCC.C(=O)([O-])[O-].[Cs+].[Cs+], predict the reaction product. The product is: [CH:33]1([C:2]2[C:11]3[C:6](=[CH:7][C:8]([O:30][CH3:31])=[C:9]([C:12]4[N:17]=[N:16][C:15]([N:18]([CH3:29])[CH:19]5[CH2:20][C:21]([CH3:28])([CH3:27])[NH:22][C:23]([CH3:26])([CH3:25])[CH2:24]5)=[CH:14][CH:13]=4)[CH:10]=3)[N:5]=[C:4]([CH3:32])[CH:3]=2)[CH2:35][CH2:34]1. (4) Given the reactants [CH2:1]([C:3]1[C:8](=[O:9])[NH:7][C:6]([CH3:10])=[C:5]([C:11]2[CH:12]=[N:13][CH:14]=[C:15]([C:17]([OH:19])=O)[CH:16]=2)[CH:4]=1)[CH3:2].[CH2:20]([NH2:28])[CH2:21][C:22]1[CH:27]=[CH:26][CH:25]=[CH:24][CH:23]=1, predict the reaction product. The product is: [CH2:20]([NH:28][C:17]([C:15]1[CH:16]=[C:11]([C:5]2[CH:4]=[C:3]([CH2:1][CH3:2])[C:8](=[O:9])[NH:7][C:6]=2[CH3:10])[CH:12]=[N:13][CH:14]=1)=[O:19])[CH2:21][C:22]1[CH:27]=[CH:26][CH:25]=[CH:24][CH:23]=1. (5) Given the reactants Br[C:2]1[CH:11]=[N:10][CH:9]=[C:8]2[C:3]=1[CH:4]=[C:5]([C:12]([NH2:14])=[O:13])[CH:6]=[N:7]2.[CH3:15][S:16]([C:19]1[CH:24]=[CH:23][C:22](B(O)O)=[CH:21][CH:20]=1)(=[O:18])=[O:17].C(=O)([O-])[O-].[Cs+].[Cs+], predict the reaction product. The product is: [CH3:15][S:16]([C:19]1[CH:24]=[CH:23][C:22]([C:2]2[CH:11]=[N:10][CH:9]=[C:8]3[C:3]=2[CH:4]=[C:5]([C:12]([NH2:14])=[O:13])[CH:6]=[N:7]3)=[CH:21][CH:20]=1)(=[O:18])=[O:17]. (6) Given the reactants C([N:4](C(C)C)CC)(C)C.[CH2:10]([O:17][C:18](=[O:31])[CH:19]([C:24]1[CH:29]=[CH:28][C:27]([Br:30])=[CH:26][CH:25]=1)[CH2:20][C:21](O)=[O:22])[C:11]1[CH:16]=[CH:15][CH:14]=[CH:13][CH:12]=1.[Cl-].[NH4+].CN(C(ON1N=NC2C=CC=NC1=2)=[N+](C)C)C.F[P-](F)(F)(F)(F)F, predict the reaction product. The product is: [NH2:4][C:21](=[O:22])[CH2:20][CH:19]([C:24]1[CH:29]=[CH:28][C:27]([Br:30])=[CH:26][CH:25]=1)[C:18]([O:17][CH2:10][C:11]1[CH:16]=[CH:15][CH:14]=[CH:13][CH:12]=1)=[O:31]. (7) Given the reactants Cl[C:2]1[C:7]2[CH:8]=[C:9]([S:11]([O-:13])=[O:12])[S:10][C:6]=2[CH:5]=[CH:4][N:3]=1.[Li+].[F:15][C:16]([F:26])([F:25])[C:17]1[CH:24]=[CH:23][C:20]([CH2:21]Br)=[CH:19][CH:18]=1.[C:27]([O:31][C:32]([N:34]1[CH2:39][CH2:38][NH:37][CH2:36][CH2:35]1)=[O:33])([CH3:30])([CH3:29])[CH3:28], predict the reaction product. The product is: [C:27]([O:31][C:32]([N:34]1[CH2:39][CH2:38][N:37]([C:2]2[C:7]3[CH:8]=[C:9]([S:11]([CH2:21][C:20]4[CH:23]=[CH:24][C:17]([C:16]([F:26])([F:25])[F:15])=[CH:18][CH:19]=4)(=[O:13])=[O:12])[S:10][C:6]=3[CH:5]=[CH:4][N:3]=2)[CH2:36][CH2:35]1)=[O:33])([CH3:30])([CH3:28])[CH3:29].